This data is from Reaction yield outcomes from USPTO patents with 853,638 reactions. The task is: Predict the reaction yield, written as a fraction of the theoretical maximum amount of product (1.0 means a 100% yield; for example, 0.34 means a 34% yield). (1) The reactants are Cl.C(N=C=NCCCN(C)C)C.[CH3:13][N:14]1[CH2:19][CH2:18][N:17]([C:20]2[S:21][CH:22]=[C:23]([C:25]3[CH:30]=[CH:29][C:28]([C:31]([NH:33][C:34]4([C:40]([OH:42])=O)[CH2:39][CH2:38][CH2:37][CH2:36][CH2:35]4)=[O:32])=[CH:27][CH:26]=3)[N:24]=2)[CH2:16][CH2:15]1. The catalyst is CN(C)C=O. The product is [CH3:13][N:14]1[CH2:15][CH2:16][N:17]([C:20]2[S:21][CH:22]=[C:23]([C:25]3[CH:30]=[CH:29][C:28]([C:31]4[O:32][C:40](=[O:42])[C:34]5([CH2:35][CH2:36][CH2:37][CH2:38][CH2:39]5)[N:33]=4)=[CH:27][CH:26]=3)[N:24]=2)[CH2:18][CH2:19]1. The yield is 0.670. (2) The reactants are [NH2:1][C:2]1[C:7]([C:8]([OH:10])=[O:9])=[CH:6][CH:5]=[CH:4][N:3]=1.S(=O)(=O)(O)O.[C:16](=O)(O)[O-].[Na+]. The catalyst is CO. The product is [NH2:1][C:2]1[C:7]([C:8]([O:10][CH3:16])=[O:9])=[CH:6][CH:5]=[CH:4][N:3]=1. The yield is 0.900. (3) The catalyst is CN(C)C=O.[Cu]I.Cl[Pd](Cl)([P](C1C=CC=CC=1)(C1C=CC=CC=1)C1C=CC=CC=1)[P](C1C=CC=CC=1)(C1C=CC=CC=1)C1C=CC=CC=1. The yield is 0.160. The product is [CH:26]1([C:24]#[C:25][C:2]2[CH:23]=[CH:22][C:5]([C:6]([NH:8][S:9]([C:12]3[CH:17]=[CH:16][CH:15]=[CH:14][C:13]=3[S:18](=[O:21])(=[O:20])[NH2:19])(=[O:11])=[O:10])=[O:7])=[CH:4][CH:3]=2)[CH2:30][CH2:29][CH2:28][CH2:27]1. The reactants are Br[C:2]1[CH:23]=[CH:22][C:5]([C:6]([NH:8][S:9]([C:12]2[CH:17]=[CH:16][CH:15]=[CH:14][C:13]=2[S:18](=[O:21])(=[O:20])[NH2:19])(=[O:11])=[O:10])=[O:7])=[CH:4][CH:3]=1.[C:24]([CH:26]1[CH2:30][CH2:29][CH2:28][CH2:27]1)#[CH:25].C(NC(C)C)(C)C. (4) The catalyst is CN(C=O)C. The product is [Br:37][CH2:2][CH2:3][O:4][C:5]1[CH:6]=[CH:7][C:8]([C:21]2[NH:30][C:29](=[O:31])[C:28]3[C:23](=[CH:24][C:25]([O:34][CH3:35])=[CH:26][C:27]=3[O:32][CH3:33])[N:22]=2)=[N:9][C:10]=1[C:11]1[CH:16]=[CH:15][C:14]([S:17]([CH3:20])(=[O:19])=[O:18])=[CH:13][CH:12]=1. The yield is 0.850. The reactants are O[CH2:2][CH2:3][O:4][C:5]1[CH:6]=[CH:7][C:8]([C:21]2[NH:30][C:29](=[O:31])[C:28]3[C:23](=[CH:24][C:25]([O:34][CH3:35])=[CH:26][C:27]=3[O:32][CH3:33])[N:22]=2)=[N:9][C:10]=1[C:11]1[CH:16]=[CH:15][C:14]([S:17]([CH3:20])(=[O:19])=[O:18])=[CH:13][CH:12]=1.P(Br)(Br)[Br:37]. (5) The reactants are [Br:1][C:2]1[CH:7]=[CH:6][C:5]([S:8](Cl)(=[O:10])=[O:9])=[CH:4][CH:3]=1.C(N(CC)CC)C.[NH2:19][CH2:20][C@@H:21]([OH:23])[CH3:22]. The catalyst is ClCCl. The product is [Br:1][C:2]1[CH:7]=[CH:6][C:5]([S:8]([NH:19][CH2:20][C@H:21]([OH:23])[CH3:22])(=[O:10])=[O:9])=[CH:4][CH:3]=1. The yield is 0.840.